From a dataset of Reaction yield outcomes from USPTO patents with 853,638 reactions. Predict the reaction yield, written as a fraction of the theoretical maximum amount of product (1.0 means a 100% yield; for example, 0.34 means a 34% yield). (1) No catalyst specified. The reactants are Cl.[CH3:2][N:3]([CH3:36])[S:4]([N:7]1[CH2:12][CH2:11][N:10]([CH2:13][C:14]2[S:18][C:17]([NH:19][C:20]([N:22]([CH:29]3[CH2:34][CH2:33][CH:32]([CH3:35])[CH2:31][CH2:30]3)[CH:23]3[CH2:28][CH2:27][NH:26][CH2:25][CH2:24]3)=[O:21])=[N:16][CH:15]=2)[CH2:9][CH2:8]1)(=[O:6])=[O:5].[F:37][C:38]1[CH:46]=[CH:45][C:41]([C:42](Cl)=[O:43])=[CH:40][CH:39]=1. The yield is 0.730. The product is [CH3:2][N:3]([CH3:36])[S:4]([N:7]1[CH2:8][CH2:9][N:10]([CH2:13][C:14]2[S:18][C:17]([NH:19][C:20]([N:22]([CH:23]3[CH2:28][CH2:27][N:26]([C:42](=[O:43])[C:41]4[CH:45]=[CH:46][C:38]([F:37])=[CH:39][CH:40]=4)[CH2:25][CH2:24]3)[CH:29]3[CH2:30][CH2:31][CH:32]([CH3:35])[CH2:33][CH2:34]3)=[O:21])=[N:16][CH:15]=2)[CH2:11][CH2:12]1)(=[O:5])=[O:6]. (2) The yield is 0.930. The reactants are [F:1][C:2]([F:13])([S:9]([O-:12])(=[O:11])=[O:10])[C:3]([F:8])([F:7])[CH2:4][CH2:5][OH:6].[Na+].[Cl-].[C:16]1([S+:22]([C:29]2[CH:34]=[CH:33][CH:32]=[CH:31][CH:30]=2)[C:23]2[CH:28]=[CH:27][CH:26]=[CH:25][CH:24]=2)[CH:21]=[CH:20][CH:19]=[CH:18][CH:17]=1.O. The catalyst is ClCCl. The product is [C:29]1([S+:22]([C:16]2[CH:17]=[CH:18][CH:19]=[CH:20][CH:21]=2)[C:23]2[CH:28]=[CH:27][CH:26]=[CH:25][CH:24]=2)[CH:30]=[CH:31][CH:32]=[CH:33][CH:34]=1.[F:13][C:2]([F:1])([S:9]([O-:12])(=[O:11])=[O:10])[C:3]([F:8])([F:7])[CH2:4][CH2:5][OH:6]. (3) The reactants are Br[C:2]1[CH:3]=[C:4]2[C:9]([NH:10][C@H:11]3[C@:15]([F:17])([CH3:16])[CH2:14][N:13]([C:18]([C:20]4([C:23]#[N:24])[CH2:22][CH2:21]4)=[O:19])[CH2:12]3)=[C:8]([C:25]([NH2:27])=[O:26])[CH:7]=[N:6][N:5]2[CH:28]=1.[CH3:29][N:30]1[CH:34]=[C:33](B2OC(C)(C)C(C)(C)O2)[CH:32]=[N:31]1.[O-]P([O-])([O-])=O.[K+].[K+].[K+]. The catalyst is CN(C)C=O.C1C=CC(P(C2C=CC=CC=2)[C-]2C=CC=C2)=CC=1.C1C=CC(P(C2C=CC=CC=2)[C-]2C=CC=C2)=CC=1.Cl[Pd]Cl.[Fe+2]. The product is [C:23]([C:20]1([C:18]([N:13]2[CH2:14][C@@:15]([F:17])([CH3:16])[C@H:11]([NH:10][C:9]3[C:4]4[N:5]([CH:28]=[C:2]([C:33]5[CH:32]=[N:31][N:30]([CH3:29])[CH:34]=5)[CH:3]=4)[N:6]=[CH:7][C:8]=3[C:25]([NH2:27])=[O:26])[CH2:12]2)=[O:19])[CH2:21][CH2:22]1)#[N:24]. The yield is 0.510. (4) The reactants are [Br:1][C:2]1[CH:7]=[C:6]([N+:8]([O-:10])=[O:9])[CH:5]=[C:4]([NH2:11])[C:3]=1[NH2:12].[C:13](O)([C:15]([F:18])([F:17])[F:16])=O. No catalyst specified. The product is [Br:1][C:2]1[C:3]2[N:12]=[C:13]([C:15]([F:18])([F:17])[F:16])[NH:11][C:4]=2[CH:5]=[C:6]([N+:8]([O-:10])=[O:9])[CH:7]=1. The yield is 0.531. (5) The reactants are [NH2:1][C:2]1[C:3]([OH:9])=[N:4][CH:5]=[C:6]([Br:8])[CH:7]=1.C(N(CC)CC)C.[F:17][C:18]([F:29])([F:28])[C:19]1[CH:27]=[CH:26][C:22]([C:23](Cl)=[O:24])=[CH:21][CH:20]=1.C(=O)([O-])[O-].[K+].[K+]. The catalyst is O1CCCC1.C(OCC)(=O)C.CO. The product is [Br:8][C:6]1[CH:7]=[C:2]([NH:1][C:23](=[O:24])[C:22]2[CH:26]=[CH:27][C:19]([C:18]([F:17])([F:28])[F:29])=[CH:20][CH:21]=2)[C:3]([OH:9])=[N:4][CH:5]=1. The yield is 0.600. (6) The reactants are [OH:1][C:2]1[CH:9]=[C:8]([OH:10])[CH:7]=[CH:6][C:3]=1[CH:4]=[O:5].[CH3:11][O:12][CH2:13][CH2:14]O.C1(P(C2C=CC=CC=2)C2C=CC=CC=2)C=CC=CC=1.C1(C)C=CC=CC=1.N(C(OCC)=O)=NC(OCC)=O. The catalyst is C1(C)C=CC=CC=1. The product is [OH:1][C:2]1[CH:9]=[C:8]([O:10][CH2:14][CH2:13][O:12][CH3:11])[CH:7]=[CH:6][C:3]=1[CH:4]=[O:5]. The yield is 0.340. (7) The reactants are C(=O)([O-])[O-].[K+].[K+].[CH3:7][O:8][C:9]([C:11]1[C:12]([NH:27][C:28]2[CH:33]=[CH:32][C:31]([CH3:34])=[CH:30][C:29]=2[F:35])=[C:13]([F:26])[C:14]2[N:15]([C:17]([C:20]#[C:21][Si](C)(C)C)=[CH:18][N:19]=2)[CH:16]=1)=[O:10]. The catalyst is CO.C(OCC)(=O)C. The product is [CH3:7][O:8][C:9]([C:11]1[C:12]([NH:27][C:28]2[CH:33]=[CH:32][C:31]([CH3:34])=[CH:30][C:29]=2[F:35])=[C:13]([F:26])[C:14]2[N:15]([C:17]([C:20]#[CH:21])=[CH:18][N:19]=2)[CH:16]=1)=[O:10]. The yield is 0.650.